Dataset: Full USPTO retrosynthesis dataset with 1.9M reactions from patents (1976-2016). Task: Predict the reactants needed to synthesize the given product. (1) Given the product [CH3:14][O:15][C:16]([C:18]1[S:19][C:20]([CH2:23][CH2:24][CH2:25][NH:26][CH2:9][C:8]2[CH:11]=[CH:12][C:5]([CH2:1][CH2:2][CH2:3][CH3:4])=[CH:6][CH:7]=2)=[CH:21][CH:22]=1)=[O:17], predict the reactants needed to synthesize it. The reactants are: [CH2:1]([C:5]1[CH:12]=[CH:11][C:8]([CH:9]=O)=[CH:7][CH:6]=1)[CH2:2][CH2:3][CH3:4].Cl.[CH3:14][O:15][C:16]([C:18]1[S:19][C:20]([CH2:23][CH2:24][CH2:25][NH2:26])=[CH:21][CH:22]=1)=[O:17].[O-]S([O-])(=O)=O.[Na+].[Na+].C(O)(=O)C.C(O[BH-](OC(=O)C)OC(=O)C)(=O)C.[Na+]. (2) Given the product [C:1]([O:5][C:6]([N:8]1[CH2:13][CH2:12][CH:11]([CH2:14][CH:15]([Br:36])[C:16]([O:18][CH2:19][CH3:20])=[O:17])[CH2:10][CH2:9]1)=[O:7])([CH3:4])([CH3:3])[CH3:2], predict the reactants needed to synthesize it. The reactants are: [C:1]([O:5][C:6]([N:8]1[CH2:13][CH2:12][CH:11]([CH2:14][CH2:15][C:16]([O:18][CH2:19][CH3:20])=[O:17])[CH2:10][CH2:9]1)=[O:7])([CH3:4])([CH3:3])[CH3:2].[Li+].C[Si]([N-][Si](C)(C)C)(C)C.C[Si](Cl)(C)C.[Br:36]Br. (3) Given the product [C:23]([C:21]1[CH:20]=[C:19]([NH:27][S:28]([CH3:31])(=[O:30])=[O:29])[C:18]([O:32][CH3:33])=[C:17]([NH:16][C:15](=[O:34])[NH:35][C:36]2[C:45]3[C:40](=[CH:41][CH:42]=[CH:43][CH:44]=3)[C:39]([O:46][C:47]3[CH:52]=[CH:51][N:50]=[C:49]([NH:53][C:54]4[CH:55]=[C:56]([CH:70]=[C:71]([O:73][CH3:74])[CH:72]=4)[C:57]([NH:59][CH2:60][CH2:61][O:62][CH2:63][CH2:64][O:65][CH2:66][CH2:67][O:68][CH3:69])=[O:58])[CH:48]=3)=[CH:38][CH:37]=2)[CH:22]=1)([CH3:25])([CH3:24])[CH3:26], predict the reactants needed to synthesize it. The reactants are: CCN(CC)CC.C1(O[C:15](=[O:34])[NH:16][C:17]2[CH:22]=[C:21]([C:23]([CH3:26])([CH3:25])[CH3:24])[CH:20]=[C:19]([NH:27][S:28]([CH3:31])(=[O:30])=[O:29])[C:18]=2[O:32][CH3:33])C=CC=CC=1.[NH2:35][C:36]1[C:45]2[C:40](=[CH:41][CH:42]=[CH:43][CH:44]=2)[C:39]([O:46][C:47]2[CH:52]=[CH:51][N:50]=[C:49]([NH:53][C:54]3[CH:55]=[C:56]([CH:70]=[C:71]([O:73][CH3:74])[CH:72]=3)[C:57]([NH:59][CH2:60][CH2:61][O:62][CH2:63][CH2:64][O:65][CH2:66][CH2:67][O:68][CH3:69])=[O:58])[CH:48]=2)=[CH:38][CH:37]=1. (4) Given the product [CH:1]1([C:4]2[CH:9]=[C:8]([CH2:10][N:11]3[CH2:16][CH2:15][CH:14]([N:17]4[CH2:26][CH2:25][C:24]5[N:23]=[C:22]([CH2:27][CH2:28][CH3:29])[C:21]([C:30]([OH:32])=[O:31])=[CH:20][C:19]=5[C:18]4=[O:35])[CH2:13][CH2:12]3)[C:7]([O:36][CH2:37][CH3:38])=[CH:6][C:5]=2[C:39]2[CH:44]=[CH:43][C:42]([F:45])=[CH:41][C:40]=2[F:46])[CH2:2][CH2:3]1, predict the reactants needed to synthesize it. The reactants are: [CH:1]1([C:4]2[CH:9]=[C:8]([CH2:10][N:11]3[CH2:16][CH2:15][CH:14]([N:17]4[CH2:26][CH2:25][C:24]5[N:23]=[C:22]([CH2:27][CH2:28][CH3:29])[C:21]([C:30]([O:32]CC)=[O:31])=[CH:20][C:19]=5[C:18]4=[O:35])[CH2:13][CH2:12]3)[C:7]([O:36][CH2:37][CH3:38])=[CH:6][C:5]=2[C:39]2[CH:44]=[CH:43][C:42]([F:45])=[CH:41][C:40]=2[F:46])[CH2:3][CH2:2]1.C(O)C.[OH-].[Na+].Cl. (5) Given the product [Cl:12][C:5]1[C:4]2[C:9](=[CH:10][CH:11]=[C:2]([N:18]3[CH:14]([CH3:13])[CH2:15][CH2:16][C:17]3=[O:19])[CH:3]=2)[CH:8]=[N:7][CH:6]=1, predict the reactants needed to synthesize it. The reactants are: Br[C:2]1[CH:3]=[C:4]2[C:9](=[CH:10][CH:11]=1)[CH:8]=[N:7][CH:6]=[C:5]2[Cl:12].[CH3:13][CH:14]1[NH:18][C:17](=[O:19])[CH2:16][CH2:15]1.P([O-])([O-])([O-])=O.[K+].[K+].[K+]. (6) Given the product [CH:31]1([C:27]2[CH:28]=[C:29]([CH3:30])[C:24]([N:21]3[CH2:20][CH2:19][N:18]([C:16]([C:13]4[CH:14]=[CH:15][C:10]([N:4]5[CH2:3][C@@H:2]([CH3:1])[CH2:6][S:5]5(=[O:8])=[O:7])=[CH:11][C:12]=4[F:34])=[O:17])[CH2:23][CH2:22]3)=[N:25][CH:26]=2)[CH2:32][CH2:33]1, predict the reactants needed to synthesize it. The reactants are: [CH3:1][C@H:2]1[CH2:6][S:5](=[O:8])(=[O:7])[NH:4][CH2:3]1.Br[C:10]1[CH:15]=[CH:14][C:13]([C:16]([N:18]2[CH2:23][CH2:22][N:21]([C:24]3[C:29]([CH3:30])=[CH:28][C:27]([CH:31]4[CH2:33][CH2:32]4)=[CH:26][N:25]=3)[CH2:20][CH2:19]2)=[O:17])=[C:12]([F:34])[CH:11]=1. (7) Given the product [F:1][C:2]1[CH:7]=[CH:6][C:5]([C:8]2[CH:13]=[CH:12][N:11]=[CH:10][C:9]=2[N:14]([CH2:15][C:16]([F:18])([F:17])[F:19])[C:27](=[O:28])[C:26]2[CH:30]=[C:31]([C:33]([F:34])([F:35])[F:36])[N:32]=[C:24]([C:23]([F:38])([F:22])[F:37])[CH:25]=2)=[C:4]([O:20][CH3:21])[CH:3]=1, predict the reactants needed to synthesize it. The reactants are: [F:1][C:2]1[CH:7]=[CH:6][C:5]([C:8]2[CH:13]=[CH:12][N:11]=[CH:10][C:9]=2[NH:14][CH2:15][C:16]([F:19])([F:18])[F:17])=[C:4]([O:20][CH3:21])[CH:3]=1.[F:22][C:23]([F:38])([F:37])[C:24]1[CH:25]=[C:26]([CH:30]=[C:31]([C:33]([F:36])([F:35])[F:34])[N:32]=1)[C:27](O)=[O:28]. (8) Given the product [CH3:30][C:12]1([CH3:13])[CH2:11][CH:10]([N:16]2[CH2:20][CH2:19][C@H:18]([NH:21][C:22](=[O:28])[O:23][C:24]([CH3:25])([CH3:27])[CH3:26])[CH2:17]2)[CH2:9][CH2:14][O:15]1, predict the reactants needed to synthesize it. The reactants are: ClC1C=CC(C2[C:9]([CH:14]=[O:15])=[CH:10][CH:11]=[CH:12][CH:13]=2)=CC=1.[NH:16]1[CH2:20][CH2:19][C@H:18]([NH:21][C:22](=[O:28])[O:23][C:24]([CH3:27])([CH3:26])[CH3:25])[CH2:17]1.N1(C(OCCCC)=O)CCNC[CH2:30]1.